Dataset: Forward reaction prediction with 1.9M reactions from USPTO patents (1976-2016). Task: Predict the product of the given reaction. The product is: [Br:33][C:34]1[CH:35]=[CH:36][C:37]([NH:40][C:25]([NH:1][C:2]2[CH:11]=[N:10][CH:9]=[CH:8][C:3]=2[C:4]([O:6][CH3:7])=[O:5])=[O:31])=[N:38][CH:39]=1. Given the reactants [NH2:1][C:2]1[CH:11]=[N:10][CH:9]=[CH:8][C:3]=1[C:4]([O:6][CH3:7])=[O:5].C(N(C(C)C)CC)(C)C.ClC(Cl)(O[C:25](=[O:31])OC(Cl)(Cl)Cl)Cl.[Br:33][C:34]1[CH:35]=[CH:36][C:37]([NH2:40])=[N:38][CH:39]=1, predict the reaction product.